Dataset: Full USPTO retrosynthesis dataset with 1.9M reactions from patents (1976-2016). Task: Predict the reactants needed to synthesize the given product. (1) Given the product [Cl:23][C:6]1[CH:7]=[CH:8][C:9]2[C:10]([NH:14][C:15]3[CH:16]=[CH:17][C:18]([CH2:21][CH3:22])=[CH:19][CH:20]=3)=[N:11][O:12][C:13]=2[C:5]=1[C:3]([OH:4])=[O:2], predict the reactants needed to synthesize it. The reactants are: C[O:2][C:3]([C:5]1[C:13]2[O:12][N:11]=[C:10]([NH:14][C:15]3[CH:20]=[CH:19][C:18]([CH2:21][CH3:22])=[CH:17][CH:16]=3)[C:9]=2[CH:8]=[CH:7][C:6]=1[Cl:23])=[O:4].O[Li].O. (2) Given the product [CH2:1]([O:8][C:9]1[CH:14]=[CH:13][C:12]([C:15]2[CH:20]=[CH:19][N:18]=[C:17]([NH:32][C@H:31]([C:30]([O:29][C:25]([CH3:28])([CH3:27])[CH3:26])=[O:40])[CH2:33][C:34]3[CH:39]=[CH:38][CH:37]=[CH:36][CH:35]=3)[N:16]=2)=[CH:11][CH:10]=1)[C:2]1[CH:7]=[CH:6][CH:5]=[CH:4][CH:3]=1, predict the reactants needed to synthesize it. The reactants are: [CH2:1]([O:8][C:9]1[CH:14]=[CH:13][C:12]([C:15]2[CH:20]=[CH:19][N:18]=[C:17](S(C)(=O)=O)[N:16]=2)=[CH:11][CH:10]=1)[C:2]1[CH:7]=[CH:6][CH:5]=[CH:4][CH:3]=1.[C:25]([O:29][C:30](=[O:40])[CH:31]([CH2:33][C:34]1[CH:39]=[CH:38][CH:37]=[CH:36][CH:35]=1)[NH2:32])([CH3:28])([CH3:27])[CH3:26]. (3) Given the product [CH3:3][N:4]1[C:8]([C:9]2[CH:14]=[CH:13][C:12]([NH2:15])=[CH:11][CH:10]=2)=[CH:7][N:6]=[CH:5]1, predict the reactants needed to synthesize it. The reactants are: [OH-].[Na+].[CH3:3][N:4]1[C:8]([C:9]2[CH:14]=[CH:13][C:12]([NH:15]C(=O)C)=[CH:11][CH:10]=2)=[CH:7][N:6]=[CH:5]1. (4) The reactants are: [N:1]1[C:9]2[C:4](=[N:5][CH:6]=[CH:7][CH:8]=2)[N:3]([CH2:10][O:11][CH2:12][CH2:13][O:14]C(=O)C)[CH:2]=1.C[O-].[Na+]. Given the product [N:1]1[C:9]2[C:4](=[N:5][CH:6]=[CH:7][CH:8]=2)[N:3]([CH2:10][O:11][CH2:12][CH2:13][OH:14])[CH:2]=1, predict the reactants needed to synthesize it.